This data is from Full USPTO retrosynthesis dataset with 1.9M reactions from patents (1976-2016). The task is: Predict the reactants needed to synthesize the given product. (1) Given the product [CH:1]([C:4]1[CH:9]=[CH:8][C:7]([S:10]([NH:13][C:14]2[CH:19]=[CH:18][C:17]([C@@H:20]3[CH2:24][CH2:23][N:22]([CH2:28][CH2:27][CH2:26][F:25])[CH2:21]3)=[CH:16][CH:15]=2)(=[O:11])=[O:12])=[CH:6][CH:5]=1)([CH3:3])[CH3:2], predict the reactants needed to synthesize it. The reactants are: [CH:1]([C:4]1[CH:9]=[CH:8][C:7]([S:10]([NH:13][C:14]2[CH:19]=[CH:18][C:17]([C@@H:20]3[CH2:24][CH2:23][NH:22][CH2:21]3)=[CH:16][CH:15]=2)(=[O:12])=[O:11])=[CH:6][CH:5]=1)([CH3:3])[CH3:2].[F:25][CH2:26][CH2:27][CH2:28]OS(C1C=CC(C)=CC=1)(=O)=O.C(N(CC)CC)C. (2) Given the product [CH2:33]([O:32][C:26]1[CH:25]=[C:24]([CH:29]=[CH:28][C:27]=1[O:30][CH3:31])[CH2:23][C:20]1[NH:19][C:18](=[O:35])[C:17]2=[C:16]([CH3:36])[N:15]=[C:14]([CH:4]([CH:1]([OH:3])[CH3:2])[CH2:5][CH2:6][CH2:7][C:8]3[CH:13]=[CH:12][CH:11]=[CH:10][CH:9]=3)[N:22]2[N:21]=1)[CH3:34], predict the reactants needed to synthesize it. The reactants are: [C:1]([CH:4]([C:14]1[N:22]2[C:17]([C:18](=[O:35])[NH:19][C:20]([CH2:23][C:24]3[CH:29]=[CH:28][C:27]([O:30][CH3:31])=[C:26]([O:32][CH2:33][CH3:34])[CH:25]=3)=[N:21]2)=[C:16]([CH3:36])[N:15]=1)[CH2:5][CH2:6][CH2:7][C:8]1[CH:13]=[CH:12][CH:11]=[CH:10][CH:9]=1)(=[O:3])[CH3:2].[BH4-].[Na+]. (3) Given the product [CH:1]1([N:7]2[C:11]([C:12]3[CH:17]=[CH:16][C:15]([F:18])=[CH:14][CH:13]=3)=[C:10]([C:19]3[S:20][CH:21]=[C:22]([CH2:24][C:25]([NH:68][CH2:67][CH:64]4[CH2:65][CH2:66][O:61][CH2:62][CH2:63]4)=[O:26])[N:23]=3)[CH:9]=[N:8]2)[CH2:6][CH2:5][CH2:4][CH2:3][CH2:2]1, predict the reactants needed to synthesize it. The reactants are: [CH:1]1([N:7]2[C:11]([C:12]3[CH:17]=[CH:16][C:15]([F:18])=[CH:14][CH:13]=3)=[C:10]([C:19]3[S:20][CH:21]=[C:22]([CH2:24][C:25](O)=[O:26])[N:23]=3)[CH:9]=[N:8]2)[CH2:6][CH2:5][CH2:4][CH2:3][CH2:2]1.CN(C(ON1N=NC2C=CC=NC1=2)=[N+](C)C)C.F[P-](F)(F)(F)(F)F.CCN(C(C)C)C(C)C.[O:61]1[CH2:66][CH2:65][CH:64]([CH2:67][NH2:68])[CH2:63][CH2:62]1. (4) Given the product [CH3:23][C@H:24]1[NH:25][C@@H:26]([CH3:30])[CH2:27][N:28]([C:2]2[CH:9]=[CH:8][C:5]([C:6]#[N:7])=[C:4]([N+:10]([O-:12])=[O:11])[CH:3]=2)[CH2:29]1, predict the reactants needed to synthesize it. The reactants are: Cl[C:2]1[CH:9]=[CH:8][C:5]([C:6]#[N:7])=[C:4]([N+:10]([O-:12])=[O:11])[CH:3]=1.C[O-].[Na+].C(N(CC)CC)C.[CH3:23][C@H:24]1[CH2:29][NH:28][CH2:27][C@@H:26]([CH3:30])[NH:25]1. (5) Given the product [F:24][C:21]1[CH:20]=[CH:19][C:18]([C:13]2[C:12](/[CH:11]=[CH:10]\[C:8]3[CH:9]=[C:5]([C:3]([OH:4])=[O:2])[N:6]([CH3:25])[N:7]=3)=[C:16]([CH3:17])[O:15][N:14]=2)=[CH:23][CH:22]=1, predict the reactants needed to synthesize it. The reactants are: C[O:2][C:3]([C:5]1[N:6]([CH3:25])[N:7]=[C:8](/[CH:10]=[CH:11]\[C:12]2[C:13]([C:18]3[CH:23]=[CH:22][C:21]([F:24])=[CH:20][CH:19]=3)=[N:14][O:15][C:16]=2[CH3:17])[CH:9]=1)=[O:4].O.[OH-].[Li+]. (6) Given the product [CH3:1][C:2]1([O:5][C:14](=[O:15])[O:13][N:8]2[C:9](=[O:12])[CH2:10][CH2:11][C:7]2=[O:6])[CH2:4][CH2:3]1, predict the reactants needed to synthesize it. The reactants are: [CH3:1][C:2]1([OH:5])[CH2:4][CH2:3]1.[O:6]=[C:7]1[CH2:11][CH2:10][C:9](=[O:12])[N:8]1[O:13][C:14](=O)[O:15]N1C(=O)CCC1=O.C(N(CC)CC)C.